This data is from TCR-epitope binding with 47,182 pairs between 192 epitopes and 23,139 TCRs. The task is: Binary Classification. Given a T-cell receptor sequence (or CDR3 region) and an epitope sequence, predict whether binding occurs between them. (1) The epitope is NLVPMVATV. The TCR CDR3 sequence is CASSLGVHYEQYF. Result: 1 (the TCR binds to the epitope). (2) The epitope is ALSKGVHFV. The TCR CDR3 sequence is CASSLTPGTDLNTEAFF. Result: 1 (the TCR binds to the epitope). (3) The epitope is KLNVGDYFV. The TCR CDR3 sequence is CASSKGIREGPNRAGANVLTF. Result: 1 (the TCR binds to the epitope). (4) The epitope is GILGFVFTL. The TCR CDR3 sequence is CASSFSLDRDAKAFF. Result: 0 (the TCR does not bind to the epitope). (5) The epitope is RIFTIGTVTLK. The TCR CDR3 sequence is CASSPDRMNTEAFF. Result: 1 (the TCR binds to the epitope). (6) Result: 0 (the TCR does not bind to the epitope). The epitope is QYDPVAALF. The TCR CDR3 sequence is CATSDFGVSGTQYF. (7) The epitope is TPRVTGGGAM. The TCR CDR3 sequence is CASSDETAGPETQYF. Result: 0 (the TCR does not bind to the epitope).